From a dataset of Full USPTO retrosynthesis dataset with 1.9M reactions from patents (1976-2016). Predict the reactants needed to synthesize the given product. Given the product [CH:30]1([NH:35][C:2]2[C:28]([CH3:29])=[CH:27][C:5]3[N:6]=[C:7]4[C:12]([N:13]([CH2:14][CH2:15][N:16]5[CH2:21][CH2:20][CH:19]([C:22]([OH:24])=[O:23])[CH2:18][CH2:17]5)[C:4]=3[CH:3]=2)=[N:11][C:10](=[O:25])[NH:9][C:8]4=[O:26])[CH2:34][CH2:33][CH2:32][CH2:31]1, predict the reactants needed to synthesize it. The reactants are: Cl[C:2]1[C:28]([CH3:29])=[CH:27][C:5]2[N:6]=[C:7]3[C:12]([N:13]([CH2:14][CH2:15][N:16]4[CH2:21][CH2:20][CH:19]([C:22]([OH:24])=[O:23])[CH2:18][CH2:17]4)[C:4]=2[CH:3]=1)=[N:11][C:10](=[O:25])[NH:9][C:8]3=[O:26].[CH:30]1([NH2:35])[CH2:34][CH2:33][CH2:32][CH2:31]1.